From a dataset of Forward reaction prediction with 1.9M reactions from USPTO patents (1976-2016). Predict the product of the given reaction. (1) Given the reactants C(OC(=O)[NH:7][C@@H:8]1[C@@H:13]([OH:14])[C@H:12]([CH2:15][C:16]2[CH:21]=[C:20]([F:22])[C:19]([N+:23]([O-:25])=[O:24])=[C:18]([F:26])[CH:17]=2)[CH2:11][S@:10](=[O:27])[CH2:9]1)(C)(C)C.C(O)(C(F)(F)F)=O, predict the reaction product. The product is: [NH2:7][C@@H:8]1[C@@H:13]([OH:14])[C@H:12]([CH2:15][C:16]2[CH:17]=[C:18]([F:26])[C:19]([N+:23]([O-:25])=[O:24])=[C:20]([F:22])[CH:21]=2)[CH2:11][S@:10](=[O:27])[CH2:9]1. (2) Given the reactants N(C([O-])=O)=NC([O-])=O.[C:9]1(P(C2C=CC=CC=2)C2C=CC=CC=2)[CH:14]=CC=C[CH:10]=1.[CH2:28]([S:35][C:36]1[NH:41][C:40](=[O:42])[CH:39]=[C:38]([CH3:43])[N:37]=1)[C:29]1[CH:34]=[CH:33][CH:32]=[CH:31][CH:30]=1.C(O)(C)C, predict the reaction product. The product is: [CH2:28]([S:35][C:36]1[N:41]=[C:40]([O:42][CH:9]([CH3:14])[CH3:10])[CH:39]=[C:38]([CH3:43])[N:37]=1)[C:29]1[CH:34]=[CH:33][CH:32]=[CH:31][CH:30]=1. (3) The product is: [CH2:9]([N:8]1[C:7]2[CH:6]=[N:5][CH:4]=[N:3][C:2]=2[S:20]/[C:19]/1=[N:18]\[C:16](=[O:17])[C:15]1[CH:21]=[C:22]([C:25]([F:28])([F:27])[F:26])[CH:23]=[CH:24][C:14]=1[F:13])[CH2:10][CH2:11][CH3:12]. Given the reactants Br[C:2]1[C:7]([NH:8][CH2:9][CH2:10][CH2:11][CH3:12])=[CH:6][N:5]=[CH:4][N:3]=1.[F:13][C:14]1[CH:24]=[CH:23][C:22]([C:25]([F:28])([F:27])[F:26])=[CH:21][C:15]=1[C:16]([N:18]=[C:19]=[S:20])=[O:17], predict the reaction product. (4) Given the reactants [NH:1]1[CH2:4][CH:3]([CH:5]2[CH2:10][CH2:9][N:8]([C:11]([C:13]3[S:14][CH:15]=[CH:16][N:17]=3)=[O:12])[CH2:7][CH2:6]2)[CH2:2]1.[F:18][C:19]([F:37])([F:36])[C:20]1[CH:21]=[C:22]([CH:33]=[CH:34][CH:35]=1)[CH2:23][C:24]1[CH:32]=[CH:31][C:27]([C:28](O)=[O:29])=[CH:26][CH:25]=1.CCN(CC)CC.CN(C(ON1N=NC2C=CC=NC1=2)=[N+](C)C)C.F[P-](F)(F)(F)(F)F, predict the reaction product. The product is: [S:14]1[CH:15]=[CH:16][N:17]=[C:13]1[C:11]([N:8]1[CH2:7][CH2:6][CH:5]([CH:3]2[CH2:2][N:1]([C:28]([C:27]3[CH:26]=[CH:25][C:24]([CH2:23][C:22]4[CH:33]=[CH:34][CH:35]=[C:20]([C:19]([F:18])([F:37])[F:36])[CH:21]=4)=[CH:32][CH:31]=3)=[O:29])[CH2:4]2)[CH2:10][CH2:9]1)=[O:12]. (5) Given the reactants C(OC(NC1(C(=O)[NH:23][C:24]2[CH:29]=[CH:28][CH:27]=[C:26]([O:30][C:31](=[O:35])[N:32]([CH3:34])[CH3:33])[CH:25]=2)CCN(C(OC(C)(C)C)=O)CC1)=O)(C)(C)C.CC(OC([NH:44][C:45]1([C:58]([OH:60])=O)[CH2:50][CH2:49][N:48]([C:51](OC(C)(C)C)=O)[CH2:47][CH2:46]1)=O)(C)C.CN(C(O[N:69]1N=[N:76][C:71]2[CH:72]=[CH:73][CH:74]=[N:75][C:70]1=2)=[N+](C)C)C.F[P-](F)(F)(F)(F)F.[CH:85](N(CC)C(C)C)(C)C.CN(C)C(=O)OC1C=CC=C(N)C=1, predict the reaction product. The product is: [CH3:34][N:32]([CH3:33])[C:31](=[O:35])[O:30][C:26]1[CH:27]=[CH:28][CH:29]=[C:24]([NH:23][C:58]([C:45]2([NH2:44])[CH2:46][CH2:47][N:48]([C:51]3[C:73]4[C:72]([CH3:85])=[CH:71][NH:76][C:74]=4[N:75]=[CH:70][N:69]=3)[CH2:49][CH2:50]2)=[O:60])[CH:25]=1. (6) Given the reactants C1(P(C2C=CC=CC=2)C2C=CC=CC=2)C=CC=CC=1.[CH:20]([C:23]1[CH:24]=[CH:25][C:26]2[C:30](=[CH:31][CH:32]=1)[CH:29]=[C:28]([CH2:33]O)[CH:27]=2)([CH3:22])[CH3:21].C(Cl)(Cl)(Cl)[Cl:36], predict the reaction product. The product is: [Cl:36][CH2:33][C:28]1[CH:27]=[C:26]2[C:30](=[CH:31][CH:32]=[C:23]([CH:20]([CH3:22])[CH3:21])[CH:24]=[CH:25]2)[CH:29]=1. (7) The product is: [F:35][C:36]([F:48])([F:49])[C:37]1[CH:38]=[C:39]([NH:40][C:14]([C:11]2([NH:17][C:18](=[O:20])/[CH:70]=[CH:69]/[C:74]3[CH:52]=[CH:50][C:51]([F:59])=[CH:72][CH:73]=3)[CH2:10][CH2:9][NH:8][CH2:13][CH2:12]2)=[O:16])[CH:41]=[C:42]([C:44]([F:45])([F:46])[F:47])[CH:43]=1. Given the reactants CC(OC([N:8]1[CH2:13][CH2:12][C:11]([NH:17][C:18]([O:20]CC2C3C(=CC=CC=3)C3C2=CC=CC=3)=O)([C:14]([OH:16])=O)[CH2:10][CH2:9]1)=O)(C)C.[F:35][C:36]([F:49])([F:48])[C:37]1[CH:38]=[C:39]([CH:41]=[C:42]([C:44]([F:47])([F:46])[F:45])[CH:43]=1)[NH2:40].[CH:50](N(C(C)C)CC)([CH3:52])[CH3:51].[F:59][P-](F)(F)(F)(F)F.N1(OC(N(C)C)=[N+](C)C)[C:70]2N=[CH:72][CH:73]=[CH:74][C:69]=2N=N1, predict the reaction product. (8) The product is: [CH3:25][S:26]([O:1][CH:2]1[CH2:5][C:4]2([CH2:10][CH2:9][N:8]([C:11]([O:13][C:14]([CH3:17])([CH3:16])[CH3:15])=[O:12])[CH2:7][CH2:6]2)[CH2:3]1)(=[O:28])=[O:27]. Given the reactants [OH:1][CH:2]1[CH2:5][C:4]2([CH2:10][CH2:9][N:8]([C:11]([O:13][C:14]([CH3:17])([CH3:16])[CH3:15])=[O:12])[CH2:7][CH2:6]2)[CH2:3]1.CCN(CC)CC.[CH3:25][S:26](Cl)(=[O:28])=[O:27].[NH4+].[Cl-], predict the reaction product.